From a dataset of Full USPTO retrosynthesis dataset with 1.9M reactions from patents (1976-2016). Predict the reactants needed to synthesize the given product. The reactants are: C(OC(=O)[NH:7][CH2:8][C:9]1[CH:14]=[C:13]([CH2:15][N:16]2[CH2:21][CH2:20][O:19][CH2:18][CH2:17]2)[CH:12]=[C:11]([Cl:22])[C:10]=1[F:23])(C)(C)C.Cl. Given the product [Cl:22][C:11]1[C:10]([F:23])=[C:9]([CH:14]=[C:13]([CH2:15][N:16]2[CH2:21][CH2:20][O:19][CH2:18][CH2:17]2)[CH:12]=1)[CH2:8][NH2:7], predict the reactants needed to synthesize it.